From a dataset of Experimentally validated miRNA-target interactions with 360,000+ pairs, plus equal number of negative samples. Binary Classification. Given a miRNA mature sequence and a target amino acid sequence, predict their likelihood of interaction. (1) The miRNA is hsa-miR-507 with sequence UUUUGCACCUUUUGGAGUGAA. The protein sequence of the target gene is MSGRSVRAETRSRAKDDIKRVMAAIEKVRKWEKKWVTVGDTSLRIYKWVPVTEPKVDDKNKNKKKGKDEKCGSEVTTPENSSSPGMMDMHDDNSNQSSIADASPIKQENSSNSSPAPEPNSAVPSDGTEAKVDEAQADGKEHPGAEDASDEQNSQSSMEHSMNSSEKVDRQPSGDSGLAAETSAISQDLEGVPPSKKMKLEASQQNSEEM. Result: 1 (interaction). (2) The miRNA is mmu-miR-223-3p with sequence UGUCAGUUUGUCAAAUACCCCA. The protein sequence of the target gene is MESSEPEPTEDASMDAFLEKFQSQPYRGGFREDQWEEEFDKIPLFMKKAPSEIDPEEFPDLACLQSMIFDDDRYPEEQAKTYKDEGNDYFKEKDYKKAVLSYSEGLKKKCADPDLNAVLYTNRAAAQYYLGNVRSSLNDVLAAKKLKPGHLKAIIRGALCHLELKHFAEAVNWCDEGLQIDAKEKKLLEIRAKADKLKRMEERDLRKAKLKEKKEQHQNEALLQAIKARNIRLVSESAGEDEDSASNGPAEILLDGLSSENPYGARLSIDDQGRLSWPVLFLYPEYAQSDFISAFHEDTR.... Result: 1 (interaction). (3) The miRNA is mmu-miR-466f with sequence ACGUGUGUGUGCAUGUGCAUGU. The protein sequence of the target gene is MELASAHLHKGQVPWGGLLLTASLLASWSPATTAEVTIEAVPPQVAEDNNVLLLVHNLPLALGAFAWYKGNTTAIDKEIARFVPNSNMNFTGQAYSGREIIYSNGSLLFQMITMKDMGVYTLDMTDENYRRTQATVRFHVHPILLKPNITSNNSNPVEGDDSVSLTCDSYTDPDNINYLWSRNGESLSEGDRLKLSEGNRTLTLLNVTRNDTGPYVCETRNPVSVNRSDPFSLNIIYGPDTPIISPSDIYLHPGSNLNLSCHAASNPPAQYFWLINEKPHASSQELFIPNITTNNSGTYT.... Result: 1 (interaction). (4) The miRNA is hsa-miR-3177-5p with sequence UGUGUACACACGUGCCAGGCGCU. The protein sequence of the target gene is MNEMSSFLHIGDIVSLYAEGSVNGFISTLGLVDDRCVVEPAAGDLDNPPKKFRDCLFKVCPMNRYSAQKQYWKAKQTKQDKEKIADVVLLQKLQHAAQMEQKQNDTENKKVHGDVVKYGSVIQLLHMKSNKYLTVNKRLPALLEKNAMRVTLDATGNEGSWLFIQPFWKLRSNGDNVVVGDKVILNPVNAGQPLHASNYELSDNAGCKEVNSVNCNTSWKINLFMQFRDHLEEVLKGGDVVRLFHAEQEKFLTCDEYRGKLQVFLRTTLRQSATSATSSNALWEVEVVHHDPCRGGAGHW.... Result: 0 (no interaction). (5) The miRNA is mmu-miR-30e-5p with sequence UGUAAACAUCCUUGACUGGAAG. The protein sequence of the target gene is MAEASFGSSSPVGSLSSEDHDFDPTAEMLVHDYDDERTLEEEELMDDGKNFSSEIEDLEKEGNMPLEDLLAFYGYESTIPAVANSSANSSPSELADELPDMTLDKEEIAKDLLSGDDEETQSSADDLTPSVTSHETSEFFPRPLRSNTTCDGDKESEIEDVETDSGNSPEDLRREIMIGLEYQAEIPPYLGEYNGDDEKAYENEDQLLWHPGVLLESKVKEYLVETSLRTGNEKVLDRISSGTHTRDNEQALYELLKCNHNIKEAIERYCCNGKASQEGMTAWTEEECRSFEHALMLHGK.... Result: 1 (interaction). (6) The miRNA is hsa-miR-122-5p with sequence UGGAGUGUGACAAUGGUGUUUG. The protein sequence of the target gene is MAHYKAADSKREQFRRYLEKSGVLDTLTKVLVALYEEPEKPNSALDFLKHHLGAATPENPEIELLRLELAEMKEKYEAIVEENKKLKAKLAQYEPPQEEKRAE. Result: 1 (interaction). (7) The miRNA is mmu-miR-125b-2-3p with sequence ACAAGUCAGGUUCUUGGGACCU. The protein sequence of the target gene is MAAPVPRGLSSLYRTLGWWSRQPILVTQSTTVVQVKTKSRFRPPTPEPKYKTEKEFLEYARKAGLVIPQERLERPIHLACTAGIFDPYVPPEGDARMSSLSKEGLTQRTERLRKNAASQLAIRKIREFDANFKTKDFPEKAKDIFIEAHLCLNNSDHDRLHTLVTEHCFPDMVWDLKYKTVRWGFVESLEPAQVVHVRCSGLVNQSNMYGQVTVRLHTRQTLAIYDRFGRLMYGQEDVPKDVLEYVVFERHLMNPYGSWRMHAKIVPAWAPPKQPILKTLMIPGPQLKPWEEYEETQGEA.... Result: 1 (interaction).